From a dataset of Reaction yield outcomes from USPTO patents with 853,638 reactions. Predict the reaction yield, written as a fraction of the theoretical maximum amount of product (1.0 means a 100% yield; for example, 0.34 means a 34% yield). (1) The reactants are [Cl:1][C:2]1[CH:7]=[C:6]([Cl:8])[CH:5]=[CH:4][C:3]=1[C:9]1([OH:34])[C:17]2[C:12](=[CH:13][C:14](I)=[CH:15][C:16]=2[C:18]([F:21])([F:20])[F:19])[N:11]([CH2:23][C@H:24]2[CH2:27][C@H:26]([N:28]([CH2:31][CH3:32])[CH2:29][CH3:30])[CH2:25]2)[C:10]1=[O:33].C(=O)(O)[O-].[Na+].[CH3:40][N:41](C)C=O. The catalyst is [C-]#N.[Zn+2].[C-]#N. The product is [Cl:1][C:2]1[CH:7]=[C:6]([Cl:8])[CH:5]=[CH:4][C:3]=1[C:9]1([OH:34])[C:17]2[C:12](=[CH:13][C:14]([C:40]#[N:41])=[CH:15][C:16]=2[C:18]([F:21])([F:20])[F:19])[N:11]([CH2:23][C@H:24]2[CH2:27][C@H:26]([N:28]([CH2:31][CH3:32])[CH2:29][CH3:30])[CH2:25]2)[C:10]1=[O:33]. The yield is 0.940. (2) The product is [CH:2]([O:4][S:14]([CH2:12][CH3:13])(=[O:16])=[O:15])([CH3:3])[CH3:1]. The catalyst is ClCCl. The yield is 0.750. The reactants are [CH3:1][CH:2]([OH:4])[CH3:3].C(N(CC)CC)C.[CH2:12]([S:14](Cl)(=[O:16])=[O:15])[CH3:13]. (3) The reactants are C[O:2][C:3](=[O:26])[CH2:4][CH2:5][N:6]1[CH2:11][CH2:10][CH:9]([O:12][C:13]2[CH:18]=[CH:17][C:16]([O:19][C:20]3[CH:25]=[CH:24][CH:23]=[CH:22][CH:21]=3)=[CH:15][CH:14]=2)[CH2:8][CH2:7]1.[OH-].[Na+]. The catalyst is CO.O. The product is [O:19]([C:16]1[CH:15]=[CH:14][C:13]([O:12][CH:9]2[CH2:10][CH2:11][N:6]([CH2:5][CH2:4][C:3]([OH:26])=[O:2])[CH2:7][CH2:8]2)=[CH:18][CH:17]=1)[C:20]1[CH:21]=[CH:22][CH:23]=[CH:24][CH:25]=1. The yield is 1.00. (4) The reactants are [C:1]1([CH:7]([C:9]2[CH:10]=[N:11][C:12]3[C:17]([C:18]=2[C:19]2[CH:24]=[CH:23][CH:22]=[CH:21][CH:20]=2)=[CH:16][CH:15]=[CH:14][C:13]=3[C:25]([F:28])([F:27])[F:26])[OH:8])[CH:6]=[CH:5][CH:4]=[CH:3][CH:2]=1.C(N(CC)CC)C.[C:36](Cl)(=[O:38])[CH3:37]. The catalyst is C(Cl)Cl. The product is [C:36]([O:8][CH:7]([C:1]1[CH:6]=[CH:5][CH:4]=[CH:3][CH:2]=1)[C:9]1[CH:10]=[N:11][C:12]2[C:17]([C:18]=1[C:19]1[CH:20]=[CH:21][CH:22]=[CH:23][CH:24]=1)=[CH:16][CH:15]=[CH:14][C:13]=2[C:25]([F:28])([F:26])[F:27])(=[O:38])[CH3:37]. The yield is 0.794. (5) The reactants are Cl[CH:2]1[C:7](=[O:8])[CH2:6][C:5]([CH2:14][CH2:15][C:16]2[CH:21]=[CH:20][C:19]([O:22][CH3:23])=[C:18]([Cl:24])[CH:17]=2)([CH:9]2[CH2:13][CH2:12][CH2:11][CH2:10]2)[O:4][C:3]1=[O:25].[N:26]1[CH:31]=[CH:30][CH:29]=[CH:28][C:27]=1[CH2:32][CH2:33][SH:34]. No catalyst specified. The product is [Cl:24][C:18]1[CH:17]=[C:16]([CH2:15][CH2:14][C:5]2([CH:9]3[CH2:13][CH2:12][CH2:11][CH2:10]3)[O:4][C:3](=[O:25])[C:2]([S:34][CH2:33][CH2:32][C:27]3[CH:28]=[CH:29][CH:30]=[CH:31][N:26]=3)=[C:7]([OH:8])[CH2:6]2)[CH:21]=[CH:20][C:19]=1[O:22][CH3:23]. The yield is 0.0500. (6) The reactants are [C:1]([C:3]1[CH:4]=[CH:5][C:6]([C:9]2(O)[CH2:14][CH2:13][N:12]([C:15]([O:17][C:18]([CH3:21])([CH3:20])[CH3:19])=[O:16])[CH2:11][CH2:10]2)=[N:7][CH:8]=1)#[N:2].COCCN(S(F)(F)[F:33])CCOC. The catalyst is ClCCl. The product is [C:1]([C:3]1[CH:4]=[CH:5][C:6]([C:9]2([F:33])[CH2:14][CH2:13][N:12]([C:15]([O:17][C:18]([CH3:21])([CH3:20])[CH3:19])=[O:16])[CH2:11][CH2:10]2)=[N:7][CH:8]=1)#[N:2]. The yield is 0.380. (7) The reactants are [C:1]1([CH3:10])[CH:6]=[CH:5][C:4]([N:7]=[C:8]=[O:9])=[CH:3][CH:2]=1.C1(C)C=CC=CC=1.[CH:18]([CH:21]1[CH2:26][CH2:25][CH2:24][CH2:23][CH:22]1[OH:27])([CH3:20])[CH3:19]. The catalyst is O. The product is [CH:18]([CH:21]1[CH2:26][CH2:25][CH2:24][CH2:23][CH:22]1[O:27][C:8](=[O:9])[NH:7][C:4]1[CH:5]=[CH:6][C:1]([CH3:10])=[CH:2][CH:3]=1)([CH3:20])[CH3:19]. The yield is 0.560. (8) The reactants are [NH2:1][C:2]1[C:3]([CH3:14])=[C:4]([C:9]([F:13])=[C:10]([Br:12])[CH:11]=1)[C:5]([O:7][CH3:8])=[O:6].[O:15]1[CH2:20][CH2:19][C:18](=O)[CH2:17][CH2:16]1.C(O)(=O)C.C(O[BH-](OC(=O)C)OC(=O)C)(=O)C.[Na+].C([O-])(O)=O.[Na+]. The catalyst is ClCCCl.O. The product is [Br:12][C:10]1[C:9]([F:13])=[C:4]([C:3]([CH3:14])=[C:2]([NH:1][CH:18]2[CH2:19][CH2:20][O:15][CH2:16][CH2:17]2)[CH:11]=1)[C:5]([O:7][CH3:8])=[O:6]. The yield is 0.820. (9) The reactants are Cl[C:2]1[N:7]=[C:6]([NH:8][C@H:9]2[CH2:14][CH2:13][O:12][CH2:11][C@H:10]2[CH3:15])[C:5]([N+:16]([O-:18])=[O:17])=[CH:4][N:3]=1.C(=O)([O-])[O-].[K+].[K+].[N:25]1[C:29]2[CH:30]=[CH:31][CH:32]=[CH:33][C:28]=2[NH:27][CH:26]=1. The catalyst is C(#N)C.CCOC(C)=O. The product is [N:25]1([C:2]2[N:7]=[C:6]([NH:8][C@H:9]3[CH2:14][CH2:13][O:12][CH2:11][C@H:10]3[CH3:15])[C:5]([N+:16]([O-:18])=[O:17])=[CH:4][N:3]=2)[C:29]2[CH:30]=[CH:31][CH:32]=[CH:33][C:28]=2[N:27]=[CH:26]1. The yield is 1.00.